The task is: Predict the product of the given reaction.. This data is from Forward reaction prediction with 1.9M reactions from USPTO patents (1976-2016). (1) The product is: [Cl:1][C:2]1[C:3]([O:12][C:13]2[CH:18]=[C:17]([O:19][CH2:20][C:21](=[O:23])[CH3:22])[CH:16]=[CH:15][C:14]=2/[CH:24]=[CH:25]/[C:26]([OH:28])=[O:27])=[N:4][CH:5]=[C:6]([C:8]([F:9])([F:11])[F:10])[CH:7]=1. Given the reactants [Cl:1][C:2]1[C:3]([O:12][C:13]2[CH:18]=[C:17]([O:19][CH2:20][C:21](=[O:23])[CH3:22])[CH:16]=[CH:15][C:14]=2/[CH:24]=[CH:25]/[C:26]([O:28]CC)=[O:27])=[N:4][CH:5]=[C:6]([C:8]([F:11])([F:10])[F:9])[CH:7]=1.O1CCCC1.[OH-].[Na+].Cl, predict the reaction product. (2) The product is: [C:1]([C:4]1[C:22](=[O:23])[C@@:8]2([CH3:24])[C:9]3[C:15]([OH:16])=[CH:14][C:13]([O:17][CH3:18])=[C:12]([C:19]([NH:21][CH2:26][C:27]4[C:34]([CH3:35])=[CH:33][CH:32]=[C:31]([CH3:36])[C:28]=4[CH3:29])=[O:20])[C:10]=3[O:11][C:7]2=[CH:6][C:5]=1[OH:25])(=[O:3])[CH3:2]. Given the reactants [C:1]([C:4]1[C:22](=[O:23])[C@@:8]2([CH3:24])[C:9]3[C:15]([OH:16])=[CH:14][C:13]([O:17][CH3:18])=[C:12]([C:19]([NH2:21])=[O:20])[C:10]=3[O:11][C:7]2=[CH:6][C:5]=1[OH:25])(=[O:3])[CH3:2].[CH3:26][C:27]1[C:34]([CH3:35])=[CH:33][CH:32]=[C:31]([CH3:36])[C:28]=1[CH:29]=O.C([SiH](CC)CC)C.FC(F)(F)C(O)=O, predict the reaction product. (3) Given the reactants [CH3:1][C@H:2]1[CH2:7][N:6]([C:8]2[C:17]3[C:12](=[CH:13][CH:14]=[CH:15][CH:16]=3)[C:11]([C:18]3[CH:23]=[CH:22][CH:21]=[CH:20][CH:19]=3)=[N:10][N:9]=2)[CH2:5][CH2:4][N:3]1C(OC(C)(C)C)=O.FC(F)(F)C(O)=O.C([O-])(O)=O.[Na+], predict the reaction product. The product is: [CH3:1][C@@H:2]1[NH:3][CH2:4][CH2:5][N:6]([C:8]2[C:17]3[C:12](=[CH:13][CH:14]=[CH:15][CH:16]=3)[C:11]([C:18]3[CH:23]=[CH:22][CH:21]=[CH:20][CH:19]=3)=[N:10][N:9]=2)[CH2:7]1. (4) Given the reactants Br[C:2]1[CH:11]=[CH:10][C:9]2[N:8]=[CH:7][C:6]3[N:12]([CH3:23])[C:13](=[O:22])[N:14]([C:15]4[C:16]([CH3:21])=[N:17][N:18]([CH3:20])[CH:19]=4)[C:5]=3[C:4]=2[CH:3]=1.[CH3:24][NH:25][C:26]1[N:31]=[CH:30][C:29](B2OC(C)(C)C(C)(C)O2)=[CH:28][N:27]=1, predict the reaction product. The product is: [CH3:20][N:18]1[CH:19]=[C:15]([N:14]2[C:5]3[C:4]4[CH:3]=[C:2]([C:29]5[CH:28]=[N:27][C:26]([NH:25][CH3:24])=[N:31][CH:30]=5)[CH:11]=[CH:10][C:9]=4[N:8]=[CH:7][C:6]=3[N:12]([CH3:23])[C:13]2=[O:22])[C:16]([CH3:21])=[N:17]1.